This data is from Reaction yield outcomes from USPTO patents with 853,638 reactions. The task is: Predict the reaction yield, written as a fraction of the theoretical maximum amount of product (1.0 means a 100% yield; for example, 0.34 means a 34% yield). The reactants are [C:1]([O:5][C:6]([N:8]1[CH2:13][CH2:12][C:11](=O)[CH2:10][CH2:9]1)=[O:7])([CH3:4])([CH3:3])[CH3:2].[NH2:15][CH2:16][CH2:17][C:18]#[N:19].C(O[BH-](OC(=O)C)OC(=O)C)(=O)C.[Na+]. The catalyst is C1COCC1.O.[OH-].[Na+]. The product is [C:16]([CH2:17][CH2:18][NH:19][CH:11]1[CH2:12][CH2:13][N:8]([C:6]([O:5][C:1]([CH3:4])([CH3:3])[CH3:2])=[O:7])[CH2:9][CH2:10]1)#[N:15]. The yield is 0.700.